The task is: Predict the reaction yield, written as a fraction of the theoretical maximum amount of product (1.0 means a 100% yield; for example, 0.34 means a 34% yield).. This data is from Reaction yield outcomes from USPTO patents with 853,638 reactions. The reactants are [Cl:1][C:2]1[CH:3]=[C:4]([N:11]2[CH2:16][CH2:15][N:14]([CH3:17])[CH2:13][CH2:12]2)[CH:5]=[CH:6][C:7]=1[N+:8]([O-])=O. The catalyst is [Fe].C(O)(=O)C. The product is [Cl:1][C:2]1[CH:3]=[C:4]([N:11]2[CH2:12][CH2:13][N:14]([CH3:17])[CH2:15][CH2:16]2)[CH:5]=[CH:6][C:7]=1[NH2:8]. The yield is 0.800.